From a dataset of Forward reaction prediction with 1.9M reactions from USPTO patents (1976-2016). Predict the product of the given reaction. (1) The product is: [Br:18][C:19]1[CH:24]=[CH:23][C:22]([N:25]2[C:26]3[C:34](=[C:33]4[N:29]([C:28](=[O:38])[C:27]=3[F:39])[CH2:30][CH2:31][CH2:32]4)[NH:49][C:51]2=[O:52])=[C:21]([F:40])[CH:20]=1. Given the reactants C1C=CC(P(N=[N+]=[N-])(C2C=CC=CC=2)=O)=CC=1.[Br:18][C:19]1[CH:24]=[CH:23][C:22]([NH:25][C:26]2[C:34](C(O)=O)=[C:33]3[N:29]([CH2:30][CH2:31][CH2:32]3)[C:28](=[O:38])[C:27]=2[F:39])=[C:21]([F:40])[CH:20]=1.C1(C)C=CC=CC=1.C[N:49]([CH:51]=[O:52])C, predict the reaction product. (2) Given the reactants [NH:1]1[CH:5]=[C:4]([C:6]([O:8][CH3:9])=[O:7])[N:3]=[CH:2]1.[F:10][C:11]1[CH:16]=[CH:15][C:14]([CH2:17]O)=[CH:13][CH:12]=1.C1C=CC(P(C2C=CC=CC=2)C2C=CC=CC=2)=CC=1.CC(OC(/N=N/C(OC(C)C)=O)=O)C, predict the reaction product. The product is: [F:10][C:11]1[CH:16]=[CH:15][C:14]([CH2:17][N:3]2[C:4]([C:6]([O:8][CH3:9])=[O:7])=[CH:5][N:1]=[CH:2]2)=[CH:13][CH:12]=1. (3) Given the reactants [NH:1]1[C:9]2[C:4](=[N:5][CH:6]=[CH:7][CH:8]=2)[C:3]([NH2:10])=[CH:2]1.Cl[CH2:12][C:13](=[N:17][OH:18])[CH2:14][CH2:15]Cl, predict the reaction product. The product is: [NH:1]1[C:9]2[C:4](=[N:5][CH:6]=[CH:7][CH:8]=2)[C:3]([N:10]2[CH2:15][CH2:14]/[C:13](=[N:17]/[OH:18])/[CH2:12]2)=[CH:2]1.